From a dataset of Full USPTO retrosynthesis dataset with 1.9M reactions from patents (1976-2016). Predict the reactants needed to synthesize the given product. Given the product [Cl:1][C:2]1[CH:29]=[CH:28][CH:27]=[CH:26][C:3]=1[C:4]([NH:6][C:7]1[CH:8]=[CH:9][C:10]([C:13]2[O:14][C:17]([CH3:18])=[C:16]([C:20]3[CH:25]=[CH:24][CH:23]=[CH:22][CH:21]=3)[N:15]=2)=[CH:11][CH:12]=1)=[O:5], predict the reactants needed to synthesize it. The reactants are: [Cl:1][C:2]1[CH:29]=[CH:28][CH:27]=[CH:26][C:3]=1[C:4]([NH:6][C:7]1[CH:12]=[CH:11][C:10]([C:13]([NH:15][CH:16]([C:20]2[CH:25]=[CH:24][CH:23]=[CH:22][CH:21]=2)[C:17](=O)[CH3:18])=[O:14])=[CH:9][CH:8]=1)=[O:5].P(Cl)(Cl)(Cl)=O.C(=O)(O)[O-].[Na+].